Dataset: CYP2C9 inhibition data for predicting drug metabolism from PubChem BioAssay. Task: Regression/Classification. Given a drug SMILES string, predict its absorption, distribution, metabolism, or excretion properties. Task type varies by dataset: regression for continuous measurements (e.g., permeability, clearance, half-life) or binary classification for categorical outcomes (e.g., BBB penetration, CYP inhibition). Dataset: cyp2c9_veith. (1) The drug is Nc1nc(Nc2ccccc2)nc2c1ncn2[C@@H]1O[C@@H](CO)[C@H](O)[C@@H]1O. The result is 0 (non-inhibitor). (2) The molecule is O=C(O)CONC(=O)c1cc(OCC(F)(F)F)ccc1OCC(F)(F)F. The result is 0 (non-inhibitor). (3) The result is 1 (inhibitor). The drug is CC(Sc1nc(-c2ccccc2)cc(C(F)(F)F)n1)C(=O)N1CCCCC1. (4) The molecule is CCOc1cccc(C2C(C(=O)c3ccc(C)o3)=C(O)C(=O)N2Cc2ccncc2)c1. The result is 1 (inhibitor). (5) The compound is Cn1c(CN2CCOCC2)nnc1SCC(N)=O. The result is 0 (non-inhibitor). (6) The molecule is Cc1cc(C)n2nc(SCN3C(=O)c4ccccc4C3=O)nc2n1. The result is 0 (non-inhibitor).